From a dataset of Forward reaction prediction with 1.9M reactions from USPTO patents (1976-2016). Predict the product of the given reaction. (1) Given the reactants [Br:1][C:2]1[CH:3]=[C:4]([F:14])[CH:5]=[C:6]2[C:11]=1[N:10]=[C:9]([CH2:12][OH:13])[CH:8]=[CH:7]2.CS(C)=O.S([O-])([O-])(=O)=O.[NH+]1C=CC=CC=1.[NH+]1C=CC=CC=1.O, predict the reaction product. The product is: [Br:1][C:2]1[CH:3]=[C:4]([F:14])[CH:5]=[C:6]2[C:11]=1[N:10]=[C:9]([CH:12]=[O:13])[CH:8]=[CH:7]2. (2) Given the reactants FC(F)(F)C([NH:5][C@H:6]([C:9]1[CH:14]=[CH:13][C:12]([N:15]2[CH:19]=[C:18]([CH2:20][CH2:21][C:22]3[CH:27]=[CH:26][CH:25]=[CH:24][CH:23]=3)[N:17]=[N:16]2)=[CH:11][CH:10]=1)[CH2:7][CH3:8])=O.[OH-].[Na+], predict the reaction product. The product is: [CH2:20]([C:18]1[N:17]=[N:16][N:15]([C:12]2[CH:11]=[CH:10][C:9]([C@@H:6]([NH2:5])[CH2:7][CH3:8])=[CH:14][CH:13]=2)[CH:19]=1)[CH2:21][C:22]1[CH:23]=[CH:24][CH:25]=[CH:26][CH:27]=1. (3) Given the reactants [C:1]([C:4]1C=[CH:12][CH:11]=[C:10]2[C:5]=1[C:6](=[O:23])[C:7](C(=O)C)=[C:8]([C:14]1[CH:19]=[CH:18][CH:17]=[CH:16][CH:15]=1)[O:9]2)(=[O:3])C.C1C[O:27][CH2:26]C1.C([O-])([O-])=O.[K+].[K+].Cl, predict the reaction product. The product is: [OH:3][C:1]1[CH:4]=[C:5]2[C:10](=[CH:11][CH:12]=1)[O:9][C:8]([C:14]1[CH:15]=[CH:16][C:17]([CH2:26][OH:27])=[CH:18][CH:19]=1)=[CH:7][C:6]2=[O:23]. (4) The product is: [CH3:32][O:31][C:30](=[O:33])[NH:29][C@@H:20]1[CH:19]2[C:18](=[O:34])[CH2:17][C@H:16]([C:14]3[NH:13][C:12]4[CH:35]=[C:8]([C:5]5[CH:6]=[N:7][C:2]([C:61]6[CH:60]=[CH:59][C:58]([C:55]7[NH:54][C:53]([C@@H:39]8[CH2:38][C:37]([F:73])([F:36])[CH2:41][N:40]8[C:42](=[O:52])[C@@H:43]([NH:47][C:48]([O:49][CH3:50])=[O:51])[CH:44]([CH3:46])[CH3:45])=[N:57][CH:56]=7)=[CH:63][CH:62]=6)=[CH:3][CH:4]=5)[CH:9]=[CH:10][C:11]=4[N:15]=3)[CH2:28][N:26]3[C:27]2=[C:23]([CH:24]=[CH:25]3)[CH2:22][CH2:21]1. Given the reactants Br[C:2]1[N:7]=[CH:6][C:5]([C:8]2[CH:9]=[CH:10][C:11]3[N:15]=[C:14]([C@@H:16]4[CH2:28][N:26]5[C:27]6[CH:19]([C@@H:20]([NH:29][C:30](=[O:33])[O:31][CH3:32])[CH2:21][CH2:22][C:23]=6[CH:24]=[CH:25]5)[C:18](=[O:34])[CH2:17]4)[NH:13][C:12]=3[CH:35]=2)=[CH:4][CH:3]=1.[F:36][C:37]1([F:73])[CH2:41][N:40]([C:42](=[O:52])[C@@H:43]([NH:47][C:48](=[O:51])[O:49][CH3:50])[CH:44]([CH3:46])[CH3:45])[C@H:39]([C:53]2[NH:54][C:55]([C:58]3[CH:63]=[CH:62][C:61](B4OC(C)(C)C(C)(C)O4)=[CH:60][CH:59]=3)=[CH:56][N:57]=2)[CH2:38]1.C(=O)(O)[O-].[Na+].C1(C)C=CC=CC=1, predict the reaction product. (5) Given the reactants Br[C:2]1[CH:7]=[CH:6][C:5]([CH2:8][N:9]2[CH2:13][CH2:12][CH2:11][S:10]2(=[O:15])=[O:14])=[CH:4][CH:3]=1.[CH3:16][N:17]1[CH2:22][CH2:21][C:20]2[C:23]([C:26]([F:29])([F:28])[F:27])=[N:24][NH:25][C:19]=2[CH2:18]1.CN(C)CC(O)=O.C(=O)([O-])[O-].[Cs+].[Cs+], predict the reaction product. The product is: [O:14]=[S:10]1(=[O:15])[CH2:11][CH2:12][CH2:13][N:9]1[CH2:8][C:5]1[CH:6]=[CH:7][C:2]([N:25]2[C:19]3[CH2:18][N:17]([CH3:16])[CH2:22][CH2:21][C:20]=3[C:23]([C:26]([F:28])([F:29])[F:27])=[N:24]2)=[CH:3][CH:4]=1.